Dataset: Forward reaction prediction with 1.9M reactions from USPTO patents (1976-2016). Task: Predict the product of the given reaction. (1) Given the reactants [C:1]([OH:9])(=O)[C:2]1[CH:7]=[CH:6][CH:5]=[N:4][CH:3]=1.Cl.C(N=C=NCCCN(C)C)C.ON1C2C=CC=CC=2N=N1.C(N(C(C)C)CC)(C)C.[CH3:41][C:42]1[C:43]([NH2:54])=[N:44][N:45]([CH2:47][C:48]2[N:53]=[CH:52][CH:51]=[CH:50][N:49]=2)[CH:46]=1, predict the reaction product. The product is: [CH3:41][C:42]1[C:43]([NH:54][C:1](=[O:9])[C:2]2[CH:7]=[CH:6][CH:5]=[N:4][CH:3]=2)=[N:44][N:45]([CH2:47][C:48]2[N:53]=[CH:52][CH:51]=[CH:50][N:49]=2)[CH:46]=1. (2) The product is: [N:34]([CH2:6][C@@H:7]1[O:11][C:10](=[O:12])[N:9]([C:13]2[CH:18]=[CH:17][C:16]([C:19]3[O:20][CH:21]=[C:22]([C:24]([CH3:31])([CH3:32])[O:25][SiH2:26][C:27]([CH3:29])([CH3:30])[CH3:28])[N:23]=3)=[C:15]([F:33])[CH:14]=2)[CH2:8]1)=[N+:35]=[N-:36]. Given the reactants CS(O[CH2:6][CH:7]1[O:11][C:10](=[O:12])[N:9]([C:13]2[CH:18]=[CH:17][C:16]([C:19]3[O:20][CH:21]=[C:22]([C:24]([CH3:32])([CH3:31])[O:25][SiH2:26][C:27]([CH3:30])([CH3:29])[CH3:28])[N:23]=3)=[C:15]([F:33])[CH:14]=2)[CH2:8]1)(=O)=O.[N-:34]=[N+:35]=[N-:36].[Na+], predict the reaction product. (3) The product is: [Cl:39][C:40]1[C:41]([C:65]2[N:67]=[C:15]([C:13]3[N:14]=[C:3]4[C:2]([Cl:1])=[CH:7][C:6]([C:8]([F:9])([F:10])[F:11])=[CH:5][N:4]4[CH:12]=3)[O:17][N:66]=2)=[CH:42][C:43]([F:64])=[C:44]([CH:63]=1)[CH2:45][CH2:46][C:47]1([NH:55][C:56](=[O:62])[O:57][C:58]([CH3:59])([CH3:60])[CH3:61])[CH2:48][O:49][C:50]([CH3:54])([CH3:53])[O:51][CH2:52]1. Given the reactants [Cl:1][C:2]1[C:3]2[N:4]([CH:12]=[C:13]([C:15]([OH:17])=O)[N:14]=2)[CH:5]=[C:6]([C:8]([F:11])([F:10])[F:9])[CH:7]=1.CCN=C=NCCCN(C)C.C1C=CC2N(O)N=NC=2C=1.[Cl:39][C:40]1[C:41]([C:65](=[N:67]O)[NH2:66])=[CH:42][C:43]([F:64])=[C:44]([CH:63]=1)[CH2:45][CH2:46][C:47]1([NH:55][C:56](=[O:62])[O:57][C:58]([CH3:61])([CH3:60])[CH3:59])[CH2:52][O:51][C:50]([CH3:54])([CH3:53])[O:49][CH2:48]1, predict the reaction product. (4) Given the reactants [F:1][C:2]1[CH:3]=[C:4]([C:16]2[CH2:17][CH2:18][C:19](=[O:22])[NH:20][N:21]=2)[CH:5]=[C:6]([F:15])[C:7]=1[O:8][CH:9]1[CH2:14][CH2:13][NH:12][CH2:11][CH2:10]1.[C:23]1(=O)[CH2:26][CH2:25][CH2:24]1.C([BH3-])#N.[Na+].C(O)(=O)C, predict the reaction product. The product is: [CH:23]1([N:12]2[CH2:13][CH2:14][CH:9]([O:8][C:7]3[C:2]([F:1])=[CH:3][C:4]([C:16]4[CH2:17][CH2:18][C:19](=[O:22])[NH:20][N:21]=4)=[CH:5][C:6]=3[F:15])[CH2:10][CH2:11]2)[CH2:26][CH2:25][CH2:24]1. (5) The product is: [CH2:10]([C@:12]12[CH2:20][CH:19]([OH:21])[C@@H:18]3[C@@H:22]4[C:27]([CH2:28][CH2:29][C@H:17]3[C@@H:16]1[CH2:15][CH2:14][C:13]2=[O:31])=[CH:26][CH2:25][CH2:24][CH2:23]4)[CH3:11]. Given the reactants [BH4-].[Na+].FC(F)(F)C(O)=O.[CH2:10]([C@:12]12[CH2:20][CH:19]([OH:21])[C@@H:18]3[C@@H:22]4[C:27]([CH2:28][CH2:29][C@H:17]3[C@@H:16]1[CH2:15][CH2:14][C:13]2=[O:31])=[CH:26][C:25](=O)[CH2:24][CH2:23]4)[CH3:11].[OH-].[Na+], predict the reaction product. (6) Given the reactants [Cl-].O[NH3+:3].[C:4](=[O:7])([O-])[OH:5].[Na+].CS(C)=O.[CH2:13]([C:17]1[N:18]=[C:19]([CH:48]2[CH2:50][CH2:49]2)[N:20]([C:39]2[CH:44]=[CH:43][C:42]([O:45][CH2:46][CH3:47])=[CH:41][CH:40]=2)[C:21](=[O:38])[C:22]=1[CH2:23][C:24]1[CH:29]=[CH:28][C:27]([C:30]2[C:31]([C:36]#[N:37])=[CH:32][CH:33]=[CH:34][CH:35]=2)=[CH:26][CH:25]=1)[CH2:14][CH2:15][CH3:16], predict the reaction product. The product is: [CH2:13]([C:17]1[N:18]=[C:19]([CH:48]2[CH2:49][CH2:50]2)[N:20]([C:39]2[CH:44]=[CH:43][C:42]([O:45][CH2:46][CH3:47])=[CH:41][CH:40]=2)[C:21](=[O:38])[C:22]=1[CH2:23][C:24]1[CH:25]=[CH:26][C:27]([C:30]2[CH:35]=[CH:34][CH:33]=[CH:32][C:31]=2[C:36]2[NH:3][C:4](=[O:7])[O:5][N:37]=2)=[CH:28][CH:29]=1)[CH2:14][CH2:15][CH3:16]. (7) The product is: [OH:1][C:2]1[CH:3]=[C:4]([NH:8][C:9]2[N:14]=[C:13]([NH:15][C:16]3[CH:21]=[CH:20][CH:19]=[C:18]([OH:22])[CH:17]=3)[CH:12]=[CH:11][N:10]=2)[CH:5]=[CH:6][CH:7]=1. Given the reactants [OH:1][C:2]1[CH:3]=[C:4]([NH:8][C:9]2[N:14]=[C:13]([NH:15][C:16]3[CH:21]=[CH:20][CH:19]=[C:18]([OH:22])[CH:17]=3)[C:12](F)=[CH:11][N:10]=2)[CH:5]=[CH:6][CH:7]=1.ClC1N=C(Cl)C=CN=1.OC1C=C(C=CC=1)N, predict the reaction product. (8) Given the reactants [NH2:1][C:2]1[C:3]([N+:18]([O-])=O)=[C:4]([CH:9]=[C:10]([N:12]2[CH2:17][CH2:16][O:15][CH2:14][CH2:13]2)[CH:11]=1)[C:5]([O:7][CH3:8])=[O:6].C(Cl)Cl.[CH3:24][C:25](O)=O, predict the reaction product. The product is: [CH3:24][C:25]1[NH:18][C:3]2[C:4]([C:5]([O:7][CH3:8])=[O:6])=[CH:9][C:10]([N:12]3[CH2:17][CH2:16][O:15][CH2:14][CH2:13]3)=[CH:11][C:2]=2[N:1]=1. (9) Given the reactants [OH:1][C:2]1[CH:7]=[CH:6][C:5]([CH:8]=[CH:9][C:10]2[CH:18]=[CH:17][CH:16]=[C:15]3[C:11]=2[C:12](=[N:20][NH:21][C:22]2[CH:27]=[CH:26][C:25]([S:28]([NH2:31])(=[O:30])=[O:29])=[CH:24][CH:23]=2)[C:13](=[O:19])[NH:14]3)=[CH:4][CH:3]=1, predict the reaction product. The product is: [OH:1][C:2]1[CH:3]=[CH:4][C:5]([CH2:8][CH2:9][C:10]2[CH:18]=[CH:17][CH:16]=[C:15]3[C:11]=2[C:12](=[N:20][NH:21][C:22]2[CH:27]=[CH:26][C:25]([S:28]([NH2:31])(=[O:30])=[O:29])=[CH:24][CH:23]=2)[C:13](=[O:19])[NH:14]3)=[CH:6][CH:7]=1.